This data is from Full USPTO retrosynthesis dataset with 1.9M reactions from patents (1976-2016). The task is: Predict the reactants needed to synthesize the given product. (1) Given the product [F:26][C:12]([F:11])([F:25])[C:13](=[O:24])[CH2:14][C:15]([CH3:16])([C:17]1[CH:22]=[CH:21][CH:20]=[CH:19][N:18]=1)[CH3:23], predict the reactants needed to synthesize it. The reactants are: C(Cl)(=O)C(Cl)=O.CS(C)=O.[F:11][C:12]([F:26])([F:25])[CH:13]([OH:24])[CH2:14][C:15]([CH3:23])([C:17]1[CH:22]=[CH:21][CH:20]=[CH:19][N:18]=1)[CH3:16].C(N(CC)CC)C. (2) Given the product [CH3:9][O:8][C:5]1[CH:4]=[CH:3][C:2]([B:10]2[O:14][C:13]([CH3:16])([CH3:15])[C:12]([CH3:18])([CH3:17])[O:11]2)=[CH:7][N:6]=1, predict the reactants needed to synthesize it. The reactants are: Br[C:2]1[CH:3]=[CH:4][C:5]([O:8][CH3:9])=[N:6][CH:7]=1.[B:10]1([B:10]2[O:14][C:13]([CH3:16])([CH3:15])[C:12]([CH3:18])([CH3:17])[O:11]2)[O:14][C:13]([CH3:16])([CH3:15])[C:12]([CH3:18])([CH3:17])[O:11]1.C([O-])(=O)C.[K+].C(Cl)Cl. (3) Given the product [Br:1][C:2]1[CH:7]=[CH:6][C:5]([C:8]2[CH2:13][CH2:12][NH:11][CH2:10][CH:9]=2)=[CH:4][CH:3]=1, predict the reactants needed to synthesize it. The reactants are: [Br:1][C:2]1[CH:7]=[CH:6][C:5]([C:8]2(O)[CH2:13][CH2:12][NH:11][CH2:10][CH2:9]2)=[CH:4][CH:3]=1. (4) Given the product [Cl:23][C:24]1[C:25]([F:34])=[C:26]([CH2:30][C:31]([N:3]2[C:11]3[C:6](=[CH:7][C:8]([C:12]4[C:20]5[C:15](=[N:16][CH:17]=[N:18][C:19]=5[NH2:21])[N:14]([CH3:22])[N:13]=4)=[CH:9][CH:10]=3)[CH2:5][CH2:4]2)=[O:32])[CH:27]=[CH:28][CH:29]=1, predict the reactants needed to synthesize it. The reactants are: Cl.Cl.[NH:3]1[C:11]2[C:6](=[CH:7][C:8]([C:12]3[C:20]4[C:15](=[N:16][CH:17]=[N:18][C:19]=4[NH2:21])[N:14]([CH3:22])[N:13]=3)=[CH:9][CH:10]=2)[CH2:5][CH2:4]1.[Cl:23][C:24]1[C:25]([F:34])=[C:26]([CH2:30][C:31](O)=[O:32])[CH:27]=[CH:28][CH:29]=1.CN(C(ON1N=NC2C=CC=NC1=2)=[N+](C)C)C.F[P-](F)(F)(F)(F)F.CCN(C(C)C)C(C)C. (5) Given the product [CH:2]([C:6]1[CH:7]=[C:8]([NH:12][C:13]([NH:15][C:16]2[CH:21]=[CH:20][C:19]([C:22]([F:23])([F:24])[F:25])=[CH:18][CH:17]=2)=[O:14])[CH:9]=[CH:10][CH:11]=1)=[O:1], predict the reactants needed to synthesize it. The reactants are: [O:1]1CCO[CH:2]1[C:6]1[CH:7]=[C:8]([NH:12][C:13]([NH:15][C:16]2[CH:21]=[CH:20][C:19]([C:22]([F:25])([F:24])[F:23])=[CH:18][CH:17]=2)=[O:14])[CH:9]=[CH:10][CH:11]=1.